From a dataset of Reaction yield outcomes from USPTO patents with 853,638 reactions. Predict the reaction yield, written as a fraction of the theoretical maximum amount of product (1.0 means a 100% yield; for example, 0.34 means a 34% yield). (1) The reactants are [O:1]=[C:2]([C:18]1[O:19][C:20]([C:23]2[CH:28]=[CH:27][CH:26]=[CH:25][N:24]=2)=[CH:21][N:22]=1)[CH2:3][CH2:4][CH2:5][CH2:6][C:7]#[C:8][C:9]1[CH:14]=[CH:13][C:12]([N+:15]([O-:17])=[O:16])=[CH:11][CH:10]=1. The catalyst is C1COCC1.CC(O)(C)C.C1C=CC(P(C2C=CC=CC=2)C2C=CC=CC=2)=CC=1.C1C=CC(P(C2C=CC=CC=2)C2C=CC=CC=2)=CC=1.C1C=CC(P(C2C=CC=CC=2)C2C=CC=CC=2)=CC=1.[Cl-].[Rh]. The product is [O:1]=[C:2]([C:18]1[O:19][C:20]([C:23]2[CH:28]=[CH:27][CH:26]=[CH:25][N:24]=2)=[CH:21][N:22]=1)[CH2:3][CH2:4][CH2:5][CH2:6][CH2:7][CH2:8][C:9]1[CH:14]=[CH:13][C:12]([N+:15]([O-:17])=[O:16])=[CH:11][CH:10]=1. The yield is 0.790. (2) The reactants are [OH-].[Na+].C([O:5][C:6](=[O:16])[CH2:7][CH2:8][NH:9][CH:10]1[CH2:15][CH2:14][CH2:13][CH2:12][CH2:11]1)C.C1COCC1. The catalyst is O. The product is [CH:10]1([NH:9][CH2:8][CH2:7][C:6]([OH:16])=[O:5])[CH2:15][CH2:14][CH2:13][CH2:12][CH2:11]1. The yield is 0.640. (3) The reactants are [F:1][C:2]1([F:16])[CH2:7][CH2:6][CH:5]([CH2:8][CH2:9][C:10](=[O:15])[C:11]([F:14])([F:13])[F:12])[CH2:4][CH2:3]1.C(N(CC)CC)C.Cl[Si](C)(C)C.[Br:29]Br. The catalyst is CN(C=O)C. The product is [Br:29][CH:9]([CH2:8][CH:5]1[CH2:4][CH2:3][C:2]([F:16])([F:1])[CH2:7][CH2:6]1)[C:10](=[O:15])[C:11]([F:13])([F:14])[F:12]. The yield is 0.560.